This data is from Reaction yield outcomes from USPTO patents with 853,638 reactions. The task is: Predict the reaction yield, written as a fraction of the theoretical maximum amount of product (1.0 means a 100% yield; for example, 0.34 means a 34% yield). (1) The reactants are [Si:1]([O:8][CH2:9][CH2:10][CH2:11][C:12]#[CH:13])([C:4]([CH3:7])([CH3:6])[CH3:5])([CH3:3])[CH3:2].C([Li])CCC.[CH3:19][Si:20](Cl)([CH3:22])[CH3:21]. The catalyst is C1COCC1.CCCCCC. The product is [Si:1]([O:8][CH2:9][CH2:10][CH2:11][C:12]#[C:13][Si:20]([CH3:22])([CH3:21])[CH3:19])([C:4]([CH3:5])([CH3:6])[CH3:7])([CH3:3])[CH3:2]. The yield is 0.910. (2) The reactants are [CH:1]([B-](F)(F)F)=[CH2:2].[K+].Br[C:9]1[CH:10]=[C:11]2[C:16](=[CH:17][C:18]=1[O:19][CH3:20])[NH:15][C:14](=[O:21])[CH:13]=[C:12]2[O:22][C@H:23]1[CH2:27][N:26]([C:28]([O:30][C:31]([CH3:34])([CH3:33])[CH3:32])=[O:29])[C@H:25]([C:35]([O:37][CH3:38])=[O:36])[CH2:24]1. The catalyst is CCO.C1C=CC(P(C2C=CC=CC=2)[C-]2C=CC=C2)=CC=1.C1C=CC(P(C2C=CC=CC=2)[C-]2C=CC=C2)=CC=1.Cl[Pd]Cl.[Fe+2].C(Cl)Cl. The product is [CH3:20][O:19][C:18]1[CH:17]=[C:16]2[C:11]([C:12]([O:22][C@H:23]3[CH2:27][N:26]([C:28]([O:30][C:31]([CH3:34])([CH3:33])[CH3:32])=[O:29])[C@H:25]([C:35]([O:37][CH3:38])=[O:36])[CH2:24]3)=[CH:13][C:14](=[O:21])[NH:15]2)=[CH:10][C:9]=1[CH:1]=[CH2:2]. The yield is 0.990. (3) The reactants are [CH3:1][O:2][C:3]([C:5]1[CH:6]=[C:7](B(O)O)[CH:8]=[CH:9][CH:10]=1)=[O:4].Br[C:15]1[N:19]([CH3:20])[N:18]=[CH:17][CH:16]=1.C([O-])([O-])=O.[K+].[K+].O1CCOCC1. The catalyst is C1C=CC(P(C2C=CC=CC=2)[C-]2C=CC=C2)=CC=1.C1C=CC(P(C2C=CC=CC=2)[C-]2C=CC=C2)=CC=1.Cl[Pd]Cl.[Fe+2].O. The product is [CH3:20][N:19]1[C:15]([C:7]2[CH:6]=[C:5]([CH:10]=[CH:9][CH:8]=2)[C:3]([O:2][CH3:1])=[O:4])=[CH:16][CH:17]=[N:18]1. The yield is 0.600. (4) The reactants are [C:1]([C:4]1[CH:5]=[C:6]2[C:10](=[CH:11][CH:12]=1)[NH:9][C:8](=[O:13])[CH2:7]2)(=[O:3])[CH3:2].[CH3:14][C:15]1[C:23]2[C:18](=[CH:19][CH:20]=[CH:21][CH:22]=2)[NH:17][C:16]=1[CH:24]=O.N1CCCCC1. The catalyst is C(O)C. The product is [C:1]([C:4]1[CH:5]=[C:6]2[C:10](=[CH:11][CH:12]=1)[NH:9][C:8](=[O:13])[C:7]2=[CH:24][C:16]1[NH:17][C:18]2[C:23]([C:15]=1[CH3:14])=[CH:22][CH:21]=[CH:20][CH:19]=2)(=[O:3])[CH3:2]. The yield is 0.750. (5) The reactants are [Cl:1][C:2]1[CH:3]=[C:4]([CH:8]=[C:9]([Cl:11])[CH:10]=1)[C:5](Cl)=[O:6].[CH3:12][NH:13][C:14]1[CH:15]=[N:16][CH:17]=[CH:18][C:19]=1[C:20]1[CH:25]=[CH:24][CH:23]=[CH:22][C:21]=1[CH3:26].CCN(C(C)C)C(C)C. The catalyst is C1COCC1. The product is [Cl:1][C:2]1[CH:3]=[C:4]([CH:8]=[C:9]([Cl:11])[CH:10]=1)[C:5]([N:13]([CH3:12])[C:14]1[CH:15]=[N:16][CH:17]=[CH:18][C:19]=1[C:20]1[CH:25]=[CH:24][CH:23]=[CH:22][C:21]=1[CH3:26])=[O:6]. The yield is 0.870. (6) The reactants are C(OC(=O)[NH:7][CH2:8][C:9]1[C:14]([C:15]2[CH:20]=[CH:19][C:18]([Cl:21])=[CH:17][C:16]=2[Cl:22])=[CH:13][N:12]2[C:23]([NH2:26])=[N:24][N:25]=[C:11]2[CH:10]=1)(C)(C)C.C(O)(C(F)(F)F)=O. The catalyst is C(Cl)Cl. The product is [NH2:7][CH2:8][C:9]1[C:14]([C:15]2[CH:20]=[CH:19][C:18]([Cl:21])=[CH:17][C:16]=2[Cl:22])=[CH:13][N:12]2[C:23]([NH2:26])=[N:24][N:25]=[C:11]2[CH:10]=1. The yield is 0.260.